From a dataset of Forward reaction prediction with 1.9M reactions from USPTO patents (1976-2016). Predict the product of the given reaction. (1) Given the reactants [C:1]([NH:18][CH2:19][C:20]([OH:22])=[O:21])([O:3][CH2:4][CH:5]1[C:17]2[C:12](=[CH:13][CH:14]=[CH:15][CH:16]=2)[C:11]2[C:6]1=[CH:7][CH:8]=[CH:9][CH:10]=2)=[O:2].[CH:23]1([N:29]=C=[N:29][CH:23]2CC[CH2:26][CH2:25][CH2:24]2)CC[CH2:26][CH2:25][CH2:24]1.O.[OH:39]N1C2C=CC=CC=2N=N1.NCCCCO, predict the reaction product. The product is: [C:1]([NH:18][CH2:19][C:20]([OH:22])=[O:21])([O:3][CH2:4][CH:5]1[C:6]2[C:11](=[CH:10][CH:9]=[CH:8][CH:7]=2)[C:12]2[C:17]1=[CH:16][CH:15]=[CH:14][CH:13]=2)=[O:2].[C:23]([NH2:29])(=[O:39])[CH2:24][CH2:25][CH3:26]. (2) Given the reactants [CH2:1]([OH:6])[C:2]([F:5])([F:4])[F:3].[H-].[Na+].CC1C=CC(S(O[CH2:20][CH2:21][O:22][CH2:23][CH2:24][O:25][CH2:26][CH2:27][O:28][CH2:29][CH2:30][O:31][CH2:32][CH2:33][O:34][CH2:35][CH2:36][O:37][CH2:38][C:39]2[CH:44]=[CH:43][CH:42]=[CH:41][CH:40]=2)(=O)=O)=CC=1, predict the reaction product. The product is: [F:3][C:2]([F:5])([F:4])[CH2:1][O:6][CH2:20][CH2:21][O:22][CH2:23][CH2:24][O:25][CH2:26][CH2:27][O:28][CH2:29][CH2:30][O:31][CH2:32][CH2:33][O:34][CH2:35][CH2:36][O:37][CH2:38][C:39]1[CH:40]=[CH:41][CH:42]=[CH:43][CH:44]=1. (3) Given the reactants Cl[C:2]1[NH:3][C:4]2[CH:10]=[CH:9][CH:8]=[CH:7][C:5]=2[N:6]=1.[F:11][C:12]1[CH:21]=[C:20]2[C:15]([CH2:16][CH2:17][CH2:18][CH:19]2[NH2:22])=[CH:14][CH:13]=1, predict the reaction product. The product is: [N:6]1[C:5]2[CH:7]=[CH:8][CH:9]=[CH:10][C:4]=2[NH:3][C:2]=1[NH:22][CH:19]1[C:20]2[C:15](=[CH:14][CH:13]=[C:12]([F:11])[CH:21]=2)[CH2:16][CH2:17][CH2:18]1. (4) Given the reactants ClC1C(C)=C(S(Cl)(=O)=O)C=CC=1.N1C=CC=C[CH:14]=1.COC([C:23]1[NH:24][C:25]2[C:30]([CH:31]=1)=[CH:29][C:28]([NH2:32])=[CH:27][CH:26]=2)=O.[C:33]([O-:36])(O)=[O:34].[Na+], predict the reaction product. The product is: [CH3:14][O:36][C:33]([C:31]1[C:30]2[C:25](=[CH:26][CH:27]=[C:28]([NH2:32])[CH:29]=2)[NH:24][CH:23]=1)=[O:34]. (5) Given the reactants [N+:1]([C:4]1[CH:9]=[CH:8][C:7]([O:10][CH3:11])=[CH:6][C:5]=1[O:12][CH:13]([CH3:15])[CH3:14])([O-])=O.[H][H], predict the reaction product. The product is: [CH3:11][O:10][C:7]1[CH:8]=[CH:9][C:4]([NH2:1])=[C:5]([O:12][CH:13]([CH3:15])[CH3:14])[CH:6]=1. (6) Given the reactants [C:1]([C:3]1[CH:13]=[CH:12][C:6]([C:7]([O:9]CC)=[O:8])=[CH:5][C:4]=1[NH:14][C@H:15]1[CH2:20][CH2:19][C@H:18]([N:21]2[CH2:26][CH2:25][CH2:24][CH2:23][CH2:22]2)[CH2:17][CH2:16]1)#[N:2].OO.C(=O)([O-])[O-:30].[K+].[K+].[OH-].[K+].Cl, predict the reaction product. The product is: [NH2:2][C:1]([C:3]1[CH:13]=[CH:12][C:6]([C:7]([OH:9])=[O:8])=[CH:5][C:4]=1[NH:14][C@H:15]1[CH2:16][CH2:17][C@H:18]([N:21]2[CH2:22][CH2:23][CH2:24][CH2:25][CH2:26]2)[CH2:19][CH2:20]1)=[O:30].